This data is from Catalyst prediction with 721,799 reactions and 888 catalyst types from USPTO. The task is: Predict which catalyst facilitates the given reaction. (1) The catalyst class is: 5. Product: [CH3:19][O:18][C:15]1[CH:14]=[CH:13][C:12]([C:9]2[CH:10]=[CH:11][C:6]([C:4]([OH:5])=[O:3])=[CH:7][CH:8]=2)=[CH:17][CH:16]=1. Reactant: C([O:3][C:4]([C:6]1[CH:11]=[CH:10][C:9]([C:12]2[CH:17]=[CH:16][C:15]([O:18][CH3:19])=[CH:14][CH:13]=2)=[CH:8][CH:7]=1)=[O:5])C.[OH-].[Na+]. (2) Reactant: [C:1]1([CH3:26])[CH:6]=[CH:5][CH:4]=[CH:3][C:2]=1[C@H:7]([O:9][C:10](=[O:25])[NH:11][C:12]1[C:13]([CH3:24])=[N:14][O:15][C:16]=1[C:17]1[CH:22]=[CH:21][C:20](Br)=[CH:19][CH:18]=1)[CH3:8].[CH2:27]([O:29][C:30]([C:32]1([C:35]2[CH:40]=[CH:39][C:38](B3OC(C)(C)C(C)(C)O3)=[CH:37][CH:36]=2)[CH2:34][CH2:33]1)=[O:31])[CH3:28]. Product: [CH2:27]([O:29][C:30]([C:32]1([C:35]2[CH:40]=[CH:39][C:38]([C:20]3[CH:21]=[CH:22][C:17]([C:16]4[O:15][N:14]=[C:13]([CH3:24])[C:12]=4[NH:11][C:10]([O:9][C@@H:7]([C:2]4[CH:3]=[CH:4][CH:5]=[CH:6][C:1]=4[CH3:26])[CH3:8])=[O:25])=[CH:18][CH:19]=3)=[CH:37][CH:36]=2)[CH2:33][CH2:34]1)=[O:31])[CH3:28]. The catalyst class is: 73.